This data is from Reaction yield outcomes from USPTO patents with 853,638 reactions. The task is: Predict the reaction yield, written as a fraction of the theoretical maximum amount of product (1.0 means a 100% yield; for example, 0.34 means a 34% yield). The reactants are C([O:8][C:9](=[O:42])[CH2:10][C@@H:11]([N:25]1[CH:29]=[CH:28][C:27]([C:30]2[CH:35]=[CH:34][C:33]([C:36]3[CH:41]=[CH:40][CH:39]=[CH:38][CH:37]=3)=[CH:32][CH:31]=2)=[CH:26]1)[C:12]([NH:14][C@@H:15]([CH2:18][C:19]1[CH:24]=[CH:23][CH:22]=[CH:21][CH:20]=1)[CH2:16][OH:17])=[O:13])C1C=CC=CC=1. The catalyst is CCOC(C)=O.[Pd]. The product is [CH2:18]([C@H:15]([NH:14][C:12](=[O:13])[C@H:11]([N:25]1[CH:29]=[CH:28][C:27]([C:30]2[CH:31]=[CH:32][C:33]([C:36]3[CH:37]=[CH:38][CH:39]=[CH:40][CH:41]=3)=[CH:34][CH:35]=2)=[CH:26]1)[CH2:10][C:9]([OH:42])=[O:8])[CH2:16][OH:17])[C:19]1[CH:24]=[CH:23][CH:22]=[CH:21][CH:20]=1. The yield is 0.820.